This data is from Reaction yield outcomes from USPTO patents with 853,638 reactions. The task is: Predict the reaction yield, written as a fraction of the theoretical maximum amount of product (1.0 means a 100% yield; for example, 0.34 means a 34% yield). (1) The reactants are [Br:1][C:2]1[CH:3]=[C:4]([N+:9]([O-])=O)[C:5]([CH3:8])=[N:6][CH:7]=1.O.O.[Sn](Cl)Cl. The catalyst is CCOC(C)=O. The product is [Br:1][C:2]1[CH:3]=[C:4]([NH2:9])[C:5]([CH3:8])=[N:6][CH:7]=1. The yield is 0.620. (2) The reactants are [F:1][C:2]1[CH:7]=[CH:6][C:5]([C:8]2[C:16]([C:17](=[O:19])[CH3:18])=[C:15]3[N:10]([C:11]([S:20][CH3:21])=[N:12][CH:13]=[CH:14]3)[N:9]=2)=[CH:4][CH:3]=1.C(O[CH:27](OC(C)(C)C)[N:28]([CH3:30])[CH3:29])(C)(C)C. No catalyst specified. The product is [CH3:27][N:28]([CH3:30])/[CH:29]=[CH:18]/[C:17]([C:16]1[C:8]([C:5]2[CH:6]=[CH:7][C:2]([F:1])=[CH:3][CH:4]=2)=[N:9][N:10]2[C:15]=1[CH:14]=[CH:13][N:12]=[C:11]2[S:20][CH3:21])=[O:19]. The yield is 0.600. (3) The yield is 0.820. No catalyst specified. The reactants are [CH2:1]([O:3][C:4](=[O:29])[CH2:5][CH2:6][CH2:7][O:8][C:9]1[CH:14]=[CH:13][CH:12]=[C:11]([CH2:15][CH2:16][CH2:17][CH2:18][CH2:19][CH2:20]Br)[C:10]=1[CH2:22][CH2:23][C:24]([O:26][CH2:27][CH3:28])=[O:25])[CH3:2].[Br:30][C:31]1[CH:32]=[C:33]([OH:40])[CH:34]=[C:35]([O:37][CH2:38][CH3:39])[CH:36]=1.C(=O)([O-])[O-].[K+].[K+]. The product is [CH2:1]([O:3][C:4](=[O:29])[CH2:5][CH2:6][CH2:7][O:8][C:9]1[CH:14]=[CH:13][CH:12]=[C:11]([CH2:15][CH2:16][CH2:17][CH2:18][CH2:19][CH2:20][O:40][C:33]2[CH:34]=[C:35]([O:37][CH2:38][CH3:39])[CH:36]=[C:31]([Br:30])[CH:32]=2)[C:10]=1[CH2:22][CH2:23][C:24]([O:26][CH2:27][CH3:28])=[O:25])[CH3:2]. (4) The reactants are [Cl:1][C:2]1[CH:3]=[C:4]([C:8]2[C:17]3[C:12](=[CH:13][CH:14]=[C:15]([CH:18](Cl)[C:19]4[S:20][CH:21]=[C:22]([C:24]5[CH:29]=[CH:28][CH:27]=[CH:26][CH:25]=5)[N:23]=4)[CH:16]=3)[NH:11][C:10](=[O:31])[C:9]=2[C:32]([O:34][CH2:35][CH3:36])=[O:33])[CH:5]=[CH:6][CH:7]=1.[C:37]1([C:43]2[NH:44][CH:45]=[CH:46][N:47]=2)[CH:42]=[CH:41][CH:40]=[CH:39][CH:38]=1.C([O-])([O-])=O.[K+].[K+]. The product is [Cl:1][C:2]1[CH:3]=[C:4]([C:8]2[C:17]3[C:12](=[CH:13][CH:14]=[C:15]([CH:18]([N:44]4[CH:45]=[CH:46][N:47]=[C:43]4[C:37]4[CH:42]=[CH:41][CH:40]=[CH:39][CH:38]=4)[C:19]4[S:20][CH:21]=[C:22]([C:24]5[CH:25]=[CH:26][CH:27]=[CH:28][CH:29]=5)[N:23]=4)[CH:16]=3)[NH:11][C:10](=[O:31])[C:9]=2[C:32]([O:34][CH2:35][CH3:36])=[O:33])[CH:5]=[CH:6][CH:7]=1. The yield is 0.0510. The catalyst is C(#N)C. (5) The reactants are C[O:2][C:3]([C@@H:5]1[CH2:9][C@@H:8]([NH:10][C:11](=[O:18])[C:12]2[CH:17]=[CH:16][CH:15]=[CH:14][CH:13]=2)[CH2:7][N:6]1[C:19](=[O:29])[CH2:20][NH:21][C:22]([O:24][C:25]([CH3:28])([CH3:27])[CH3:26])=[O:23])=[O:4].[OH-].[Na+].Cl. The catalyst is CO. The product is [C:11]([NH:10][C@H:8]1[CH2:7][N:6]([C:19](=[O:29])[CH2:20][NH:21][C:22]([O:24][C:25]([CH3:28])([CH3:26])[CH3:27])=[O:23])[C@H:5]([C:3]([OH:4])=[O:2])[CH2:9]1)(=[O:18])[C:12]1[CH:13]=[CH:14][CH:15]=[CH:16][CH:17]=1. The yield is 0.940. (6) The reactants are [CH3:1][NH:2][CH2:3][C:4]1[C:8]2[CH:9]=[CH:10][CH:11]=[CH:12][C:7]=2[O:6][C:5]=1[CH3:13].[CH3:14][C:15]1([CH3:31])[O:20][C:19]2[CH:21]=[C:22]([CH:25]=[CH:26][C:27]([OH:29])=O)[CH:23]=[N:24][C:18]=2[NH:17][C:16]1=[O:30]. No catalyst specified. The product is [CH3:31][C:15]1([CH3:14])[O:20][C:19]2[CH:21]=[C:22](/[CH:25]=[CH:26]/[C:27]([N:2]([CH3:1])[CH2:3][C:4]3[C:8]4[CH:9]=[CH:10][CH:11]=[CH:12][C:7]=4[O:6][C:5]=3[CH3:13])=[O:29])[CH:23]=[N:24][C:18]=2[NH:17][C:16]1=[O:30]. The yield is 0.810.